Dataset: Full USPTO retrosynthesis dataset with 1.9M reactions from patents (1976-2016). Task: Predict the reactants needed to synthesize the given product. (1) Given the product [CH:8]([C:4]1[CH:3]=[C:2]([C:19](=[O:21])[CH3:20])[CH:7]=[CH:6][CH:5]=1)([CH3:10])[CH3:9], predict the reactants needed to synthesize it. The reactants are: Br[C:2]1[CH:7]=[CH:6][CH:5]=[C:4]([CH:8]([CH3:10])[CH3:9])[CH:3]=1.[Li]CCCC.CON(C)[C:19](=[O:21])[CH3:20]. (2) The reactants are: [OH:1][C:2]1[CH:3]=[CH:4][C:5]2[S:10][C:9]([C:11]3[CH:16]=[CH:15][CH:14]=[CH:13][N:12]=3)=[N:8][C:7](=[O:17])[C:6]=2[CH:18]=1.Br[CH2:20][C:21]([O:23][C:24]([CH3:27])([CH3:26])[CH3:25])=[O:22].C(=O)([O-])[O-].[K+].[K+].CN(C=O)C. Given the product [O:17]=[C:7]1[C:6]2[CH:18]=[C:2]([O:1][CH2:20][C:21]([O:23][C:24]([CH3:27])([CH3:26])[CH3:25])=[O:22])[CH:3]=[CH:4][C:5]=2[S:10][C:9]([C:11]2[CH:16]=[CH:15][CH:14]=[CH:13][N:12]=2)=[N:8]1, predict the reactants needed to synthesize it. (3) Given the product [N:10]1[C:11]2[C:2](=[O:1])[CH2:3][CH2:4][CH2:5][C:6]=2[CH:7]=[CH:8][CH:9]=1, predict the reactants needed to synthesize it. The reactants are: [OH:1][CH:2]1[C:11]2[N:10]=[CH:9][CH:8]=[CH:7][C:6]=2[CH2:5][CH2:4][CH2:3]1.